Dataset: Reaction yield outcomes from USPTO patents with 853,638 reactions. Task: Predict the reaction yield, written as a fraction of the theoretical maximum amount of product (1.0 means a 100% yield; for example, 0.34 means a 34% yield). (1) The yield is 0.480. The product is [Cl:1][C:2]1[C:3]([O:12][C:13]2[CH:18]=[C:17]([O:19][CH2:20][CH:21]3[CH2:25][CH2:24][CH2:23][O:22]3)[CH:16]=[CH:15][C:14]=2/[CH:26]=[CH:27]/[C:28]([OH:30])=[O:29])=[N:4][CH:5]=[C:6]([C:8]([F:11])([F:10])[F:9])[CH:7]=1. The reactants are [Cl:1][C:2]1[C:3]([O:12][C:13]2[CH:18]=[C:17]([O:19][CH2:20][CH:21]3[CH2:25][CH2:24][CH2:23][O:22]3)[CH:16]=[CH:15][C:14]=2/[CH:26]=[CH:27]/[C:28]([O:30]CC)=[O:29])=[N:4][CH:5]=[C:6]([C:8]([F:11])([F:10])[F:9])[CH:7]=1.[OH-].[Na+].O1CCCC1.Cl. The catalyst is C(O)C. (2) The reactants are [C:1]([C:5]1[CH:9]=[C:8]([NH:10][C:11](=[O:36])[NH:12][C:13]2[C:22]3[C:17](=[CH:18][CH:19]=[CH:20][CH:21]=3)[C:16]([O:23][CH2:24][C:25]3[CH:30]=[CH:29][N:28]=[C:27]([NH:31][C:32](=[O:35])[CH2:33]Cl)[CH:26]=3)=[CH:15][CH:14]=2)[N:7]([C:37]2[CH:42]=[CH:41][C:40]([CH3:43])=[CH:39][CH:38]=2)[N:6]=1)([CH3:4])([CH3:3])[CH3:2].CCN(C(C)C)C(C)C.[CH3:53][N:54]1[CH2:59][CH2:58][NH:57][CH2:56][CH2:55]1. The catalyst is C(Cl)Cl.CN(C=O)C. The product is [C:1]([C:5]1[CH:9]=[C:8]([NH:10][C:11](=[O:36])[NH:12][C:13]2[C:22]3[C:17](=[CH:18][CH:19]=[CH:20][CH:21]=3)[C:16]([O:23][CH2:24][C:25]3[CH:30]=[CH:29][N:28]=[C:27]([NH:31][C:32](=[O:35])[CH2:33][N:57]4[CH2:58][CH2:59][N:54]([CH3:53])[CH2:55][CH2:56]4)[CH:26]=3)=[CH:15][CH:14]=2)[N:7]([C:37]2[CH:42]=[CH:41][C:40]([CH3:43])=[CH:39][CH:38]=2)[N:6]=1)([CH3:4])([CH3:3])[CH3:2]. The yield is 0.470. (3) The reactants are [C:1]([O:5][C:6](=[O:32])[NH:7][CH2:8][CH2:9][CH2:10][CH2:11][C:12]1[CH:17]=[CH:16][C:15]([O:18][CH2:19][CH2:20][NH:21]C(OCC2C=CC=CC=2)=O)=[CH:14][CH:13]=1)([CH3:4])([CH3:3])[CH3:2].[H][H].C(Cl)Cl.C1COCC1. The catalyst is C(O)C.[Pd]. The product is [C:1]([O:5][C:6](=[O:32])[NH:7][CH2:8][CH2:9][CH2:10][CH2:11][C:12]1[CH:13]=[CH:14][C:15]([O:18][CH2:19][CH2:20][NH2:21])=[CH:16][CH:17]=1)([CH3:4])([CH3:2])[CH3:3]. The yield is 0.740. (4) The catalyst is S(=O)(=O)(O)O.O. The reactants are [Cl:1][C:2]1[CH:7]=[CH:6][C:5]([C:8]([C:28]2[CH:29]=[C:30]3[C:35](=[CH:36][CH:37]=2)[N:34]([CH3:38])[C:33](=[O:39])[CH:32]=[C:31]3[C:40]2[CH:45]=[CH:44][CH:43]=[CH:42][CH:41]=2)([OH:27])[C:9]2[N:10]=[C:11]([Si](CC)(CC)CC)[N:12]([S:14]([N:17]([CH3:19])[CH3:18])(=[O:16])=[O:15])[CH:13]=2)=[CH:4][CH:3]=1.[NH4+].[OH-]. The product is [Cl:1][C:2]1[CH:7]=[CH:6][C:5]([C:8]([C:28]2[CH:29]=[C:30]3[C:35](=[CH:36][CH:37]=2)[N:34]([CH3:38])[C:33](=[O:39])[CH:32]=[C:31]3[C:40]2[CH:41]=[CH:42][CH:43]=[CH:44][CH:45]=2)([OH:27])[C:9]2[N:10]=[CH:11][N:12]([S:14]([N:17]([CH3:18])[CH3:19])(=[O:15])=[O:16])[CH:13]=2)=[CH:4][CH:3]=1. The yield is 0.110. (5) The reactants are [O:1]1[CH:5]=[CH:4][C:3](B(O)O)=[CH:2]1.Br[C:10]1[CH:11]=[C:12]([CH:29]=[CH:30][CH:31]=1)[O:13][CH2:14][C:15]([NH:17][C:18]1[CH:27]=[CH:26][C:25]([Cl:28])=[CH:24][C:19]=1[C:20]([O:22][CH3:23])=[O:21])=[O:16].C(=O)([O-])[O-].[Cs+].[Cs+].C(OCC)(=O)C. The catalyst is C1COCC1.C1C=CC([P]([Pd]([P](C2C=CC=CC=2)(C2C=CC=CC=2)C2C=CC=CC=2)([P](C2C=CC=CC=2)(C2C=CC=CC=2)C2C=CC=CC=2)[P](C2C=CC=CC=2)(C2C=CC=CC=2)C2C=CC=CC=2)(C2C=CC=CC=2)C2C=CC=CC=2)=CC=1. The product is [Cl:28][C:25]1[CH:26]=[CH:27][C:18]([NH:17][C:15](=[O:16])[CH2:14][O:13][C:12]2[CH:11]=[CH:10][CH:31]=[C:30]([C:3]3[CH:4]=[CH:5][O:1][CH:2]=3)[CH:29]=2)=[C:19]([CH:24]=1)[C:20]([O:22][CH3:23])=[O:21]. The yield is 0.590. (6) The reactants are [F:1][C:2]1[CH:7]=[C:6]([N+:8]([O-:10])=[O:9])[CH:5]=[CH:4][C:3]=1I.C([O-])(=O)C.[K+].[B:17]1([B:17]2[O:21][C:20]([CH3:23])([CH3:22])[C:19]([CH3:25])([CH3:24])[O:18]2)[O:21][C:20]([CH3:23])([CH3:22])[C:19]([CH3:25])([CH3:24])[O:18]1.N#N.C1(C)C=CC=CC=1. The catalyst is O1CCOCC1.C1C=CC(P(C2C=CC=CC=2)[C-]2C=CC=C2)=CC=1.C1C=CC(P(C2C=CC=CC=2)[C-]2C=CC=C2)=CC=1.Cl[Pd]Cl.[Fe+2]. The product is [F:1][C:2]1[CH:7]=[C:6]([N+:8]([O-:10])=[O:9])[CH:5]=[CH:4][C:3]=1[B:17]1[O:21][C:20]([CH3:23])([CH3:22])[C:19]([CH3:25])([CH3:24])[O:18]1. The yield is 0.650. (7) The reactants are Cl.[CH3:2][N:3]([CH3:10])[C:4]([NH:6][C:7](=[NH:9])[NH2:8])=[NH:5].[OH-].[Na+]. No catalyst specified. The product is [CH3:2][N:3]([C:4]([NH:6][C:7]([NH2:9])=[NH:8])=[NH:5])[CH3:10]. The yield is 1.02.